This data is from Peptide-MHC class II binding affinity with 134,281 pairs from IEDB. The task is: Regression. Given a peptide amino acid sequence and an MHC pseudo amino acid sequence, predict their binding affinity value. This is MHC class II binding data. (1) The binding affinity (normalized) is 0.579. The peptide sequence is GETVKCRAPGGAKKP. The MHC is HLA-DQA10501-DQB10402 with pseudo-sequence HLA-DQA10501-DQB10402. (2) The peptide sequence is VLALGNQEGSLKTAL. The MHC is DRB3_0301 with pseudo-sequence DRB3_0301. The binding affinity (normalized) is 0.409.